From a dataset of Catalyst prediction with 721,799 reactions and 888 catalyst types from USPTO. Predict which catalyst facilitates the given reaction. (1) Reactant: [Cl:1][C:2]1[CH:3]=[C:4]([S:9][C:10]2[NH:11][C:12]3[C:17]([N:18]=2)=[C:16]([NH2:19])[N:15]=[CH:14][N:13]=3)[CH:5]=[C:6]([Cl:8])[CH:7]=1.C([O-])([O-])=O.[Cs+].[Cs+].[Br:26][CH2:27][CH2:28][CH2:29]Br. Product: [Br:26][CH2:27][CH2:28][CH2:29][N:11]1[C:10]([S:9][C:4]2[CH:3]=[C:2]([Cl:1])[CH:7]=[C:6]([Cl:8])[CH:5]=2)=[N:18][C:17]2[C:12]1=[N:13][CH:14]=[N:15][C:16]=2[NH2:19]. The catalyst class is: 3. (2) Reactant: C1(P(N=[N+]=[N-])(C2C=CC=CC=2)=[O:8])C=CC=CC=1.[C:18]([C:20]1[CH:28]=[CH:27][C:26]2[N:25]([CH2:29][C:30]3[S:34][CH:33]=[N:32][C:31]=3C(O)=O)[C:24]3[CH2:38][C@@H:39]([NH:41][C:42]([O:44][CH:45]([CH3:47])[CH3:46])=[O:43])[CH2:40][C:23]=3[C:22]=2[CH:21]=1)#[N:19].CC[N:50]([CH2:53]C)CC.[CH3:55][Si:56]([CH3:61])([CH3:60])[CH2:57][CH2:58][OH:59]. Product: [CH:45]([O:44][C:42](=[O:43])[NH:41][C@@H:39]1[CH2:38][C:24]2[N:25]([CH2:29][C:30]3[S:34][CH:33]=[N:32][C:31]=3[NH:50][C:53]([O:59][CH2:58][CH2:57][Si:56]([CH3:61])([CH3:60])[CH3:55])=[O:8])[C:26]3[CH:27]=[CH:28][C:20]([C:18]#[N:19])=[CH:21][C:22]=3[C:23]=2[CH2:40]1)([CH3:46])[CH3:47]. The catalyst class is: 11.